This data is from Full USPTO retrosynthesis dataset with 1.9M reactions from patents (1976-2016). The task is: Predict the reactants needed to synthesize the given product. (1) Given the product [CH2:26]([N:24]([CH3:25])[C:23]([C:14]1([C:17]2[CH:22]=[CH:21][CH:20]=[CH:19][CH:18]=2)[CH2:13][CH2:12][NH:11][CH2:16][CH2:15]1)=[O:33])[C:27]1[CH:28]=[CH:29][CH:30]=[CH:31][CH:32]=1, predict the reactants needed to synthesize it. The reactants are: C(OC([N:11]1[CH2:16][CH2:15][C:14]([C:23](=[O:33])[N:24]([CH2:26][C:27]2[CH:32]=[CH:31][CH:30]=[CH:29][CH:28]=2)[CH3:25])([C:17]2[CH:22]=[CH:21][CH:20]=[CH:19][CH:18]=2)[CH2:13][CH2:12]1)=O)C1C=CC=CC=1. (2) Given the product [CH:17]1([CH2:16][N:13]2[CH2:14][CH2:15][N:10]([C:4]3[CH:5]=[C:6]([C:8]#[N:9])[CH:7]=[C:2]([C:26]4[CH:25]=[CH:24][C:23]([O:22][C:21]([F:20])([F:32])[F:33])=[CH:28][CH:27]=4)[N:3]=3)[CH2:11][CH2:12]2)[CH2:19][CH2:18]1, predict the reactants needed to synthesize it. The reactants are: Cl[C:2]1[CH:7]=[C:6]([C:8]#[N:9])[CH:5]=[C:4]([N:10]2[CH2:15][CH2:14][N:13]([CH2:16][CH:17]3[CH2:19][CH2:18]3)[CH2:12][CH2:11]2)[N:3]=1.[F:20][C:21]([F:33])([F:32])[O:22][C:23]1[CH:28]=[CH:27][C:26](B(O)O)=[CH:25][CH:24]=1.C(=O)([O-])[O-].[Cs+].[Cs+].CC(C1C=C(C(C)C)C(C2C=CC=CC=2P(C2CCCCC2)C2CCCCC2)=C(C(C)C)C=1)C. (3) The reactants are: [CH3:1][O:2][C:3]([NH:5][C@H:6]([C:10]([N:12]1[CH2:16][CH2:15][CH2:14][C@@H:13]1[C:17]1[NH:18][C:19]([C:22]2[CH:23]=[CH:24][C:25]3[C:54]4[C:30](=[C:31]5[C:51](=[CH:52][CH:53]=4)[C:35]4[N:36]=[C:37]([C@@H:39]6[CH2:43][CH2:42][CH2:41][N:40]6C(OC(C)(C)C)=O)[NH:38][C:34]=4[CH:33]=[CH:32]5)[O:29][CH2:28][C:26]=3[CH:27]=2)=[CH:20][N:21]=1)=[O:11])[CH:7]([CH3:9])[CH3:8])=[O:4].Cl.[CH3:56][O:57][C:58]([NH:60][C@H:61]([C:65]1[CH:70]=[CH:69][CH:68]=[CH:67][CH:66]=1)[C:62]([OH:64])=O)=[O:59].CCOC(C(C#N)=NOC(N1CCOCC1)=[N+](C)C)=O.F[P-](F)(F)(F)(F)F.C(N(C(C)C)CC)(C)C. Given the product [CH3:56][O:57][C:58]([NH:60][C@H:61]([C:65]1[CH:70]=[CH:69][CH:68]=[CH:67][CH:66]=1)[C:62]([N:40]1[CH2:41][CH2:42][CH2:43][C@H:39]1[C:37]1[NH:38][C:34]2[CH:33]=[CH:32][C:31]3[C:51](=[CH:52][CH:53]=[C:54]4[C:25]5[CH:24]=[CH:23][C:22]([C:19]6[NH:18][C:17]([C@H:13]7[CH2:14][CH2:15][CH2:16][N:12]7[C:10](=[O:11])[C@@H:6]([NH:5][C:3](=[O:4])[O:2][CH3:1])[CH:7]([CH3:9])[CH3:8])=[N:21][CH:20]=6)=[CH:27][C:26]=5[CH2:28][O:29][C:30]4=3)[C:35]=2[N:36]=1)=[O:64])=[O:59], predict the reactants needed to synthesize it. (4) Given the product [Br:1][C:2]1[CH:3]=[CH:4][C:5]([F:10])=[C:6]([CH:9]=1)[CH2:7][OH:8], predict the reactants needed to synthesize it. The reactants are: [Br:1][C:2]1[CH:3]=[CH:4][C:5]([F:10])=[C:6]([CH:9]=1)[CH:7]=[O:8].[BH4-].[Na+]. (5) Given the product [OH:24][CH2:23][CH2:25][NH:26][C:4]([C:6]1[O:10][N:9]=[C:8](/[CH:11]=[CH:12]/[C:13]2[C:14]([CH2:19][CH2:20][CH2:21][CH3:22])=[N:15][O:16][C:17]=2[CH3:18])[CH:7]=1)=[O:5], predict the reactants needed to synthesize it. The reactants are: C(O[C:4]([C:6]1[O:10][N:9]=[C:8](/[CH:11]=[CH:12]/[C:13]2[C:14]([CH2:19][CH2:20][CH2:21][CH3:22])=[N:15][O:16][C:17]=2[CH3:18])[CH:7]=1)=[O:5])C.[CH2:23]([CH2:25][NH2:26])[OH:24].N12CCCNC1=NCCC2. (6) Given the product [Cl:30][C:31]1[C:38]([Cl:39])=[CH:37][CH:36]=[CH:35][C:32]=1[CH2:33][C:4]1[CH:5]=[C:6]2[C:11](=[C:2]([F:1])[CH:3]=1)[N:10]([CH2:12][CH2:13][O:14][Si:15]([C:18]([CH3:21])([CH3:20])[CH3:19])([CH3:17])[CH3:16])[CH:9]=[C:8]([C:22]([O:24][CH2:25][CH3:26])=[O:23])[C:7]2=[O:27], predict the reactants needed to synthesize it. The reactants are: [F:1][C:2]1[CH:3]=[C:4](I)[CH:5]=[C:6]2[C:11]=1[N:10]([CH2:12][CH2:13][O:14][Si:15]([C:18]([CH3:21])([CH3:20])[CH3:19])([CH3:17])[CH3:16])[CH:9]=[C:8]([C:22]([O:24][CH2:25][CH3:26])=[O:23])[C:7]2=[O:27].[Cl-].[Cl:30][C:31]1[C:38]([Cl:39])=[CH:37][CH:36]=[CH:35][C:32]=1[CH2:33][Zn+].[Cl-].[NH4+]. (7) Given the product [CH2:13]([N:6]1[CH:7]=[CH:8][C:3]([O:2][CH3:1])=[C:4]([C:10]#[N:11])[C:5]1=[O:9])[CH2:14][CH2:15][CH3:16], predict the reactants needed to synthesize it. The reactants are: [CH3:1][O:2][C:3]1[CH:8]=[CH:7][NH:6][C:5](=[O:9])[C:4]=1[C:10]#[N:11].Br[CH2:13][CH2:14][CH2:15][CH3:16].C(=O)([O-])[O-].[K+].[K+]. (8) Given the product [CH3:22][C@H:11]1[C@H:10]([CH3:23])[C@@H:9]([NH:8][C:2]2[CH:7]=[CH:6][CH:5]=[CH:4][CH:3]=2)[C:18]2[C:13](=[CH:14][CH:15]=[CH:16][CH:17]=2)[N:12]1[C:19](=[O:21])[CH3:20], predict the reactants needed to synthesize it. The reactants are: Br[C:2]1[CH:7]=[CH:6][CH:5]=[CH:4][CH:3]=1.[NH2:8][C@H:9]1[C:18]2[C:13](=[CH:14][CH:15]=[CH:16][CH:17]=2)[N:12]([C:19](=[O:21])[CH3:20])[C@@H:11]([CH3:22])[C@@H:10]1[CH3:23].CN(C1C(C2C(P(C3CCCCC3)C3CCCCC3)=CC=CC=2)=CC=CC=1)C.CC(C)([O-])C.[Na+]. (9) Given the product [CH3:1][N:2]([C:20]1[CH:21]=[CH:22][CH:23]=[CH:24][N:25]=1)[CH2:3][CH2:4][O:5][C:6]1[CH:11]=[CH:10][C:9]([CH2:12][CH:13]2[S:19][C:17](=[O:18])[NH:16][C:14]2=[O:15])=[CH:8][CH:7]=1.[CH3:34][N:35]([C:37]([NH:39][C:40]([NH2:42])=[NH:41])=[NH:38])[CH3:36], predict the reactants needed to synthesize it. The reactants are: [CH3:1][N:2]([C:20]1[CH:21]=[CH:22][CH:23]=[CH:24][N:25]=1)[CH2:3][CH2:4][O:5][C:6]1[CH:7]=[CH:8][C:9]([CH2:12][CH:13]2[S:19][C:17](=[O:18])[NH:16][C:14]2=[O:15])=[CH:10][CH:11]=1.C(/C(O)=O)=C/C(O)=O.[CH3:34][N:35]([C:37]([NH:39][C:40]([NH2:42])=[NH:41])=[NH:38])[CH3:36].CN(C1C=CC=CN=1)CCOC1C=CC(CC2SC(=O)NC2=O)=CC=1. (10) Given the product [F:1][C:2]([F:7])([F:6])[C:3]([OH:5])=[O:4].[CH2:8]([S:10]([N:13]1[CH2:14][CH2:15][CH:16]([C:19]2[C:27]3[C:22](=[C:23]([C:40]([NH2:42])=[O:41])[CH:24]=[C:25]([C:28]4[CH:32]=[C:31]([CH2:33][N:34]([CH3:35])[CH2:36][C@H:39]5[CH2:47][CH2:44][CH2:45][O:46]5)[S:30][CH:29]=4)[CH:26]=3)[NH:21][CH:20]=2)[CH2:17][CH2:18]1)(=[O:11])=[O:12])[CH3:9], predict the reactants needed to synthesize it. The reactants are: [F:1][C:2]([F:7])([F:6])[C:3]([OH:5])=[O:4].[CH2:8]([S:10]([N:13]1[CH2:18][CH2:17][CH:16]([C:19]2[C:27]3[C:22](=[C:23]([C:40]([NH2:42])=[O:41])[CH:24]=[C:25]([C:28]4[CH:32]=[C:31]([CH2:33][N:34]([C@@H:36]([CH3:39])CO)[CH3:35])[S:30][CH:29]=4)[CH:26]=3)[NH:21][CH:20]=2)[CH2:15][CH2:14]1)(=[O:12])=[O:11])[CH3:9].N[C@H:44]([CH3:47])[CH2:45][OH:46].